This data is from Catalyst prediction with 721,799 reactions and 888 catalyst types from USPTO. The task is: Predict which catalyst facilitates the given reaction. Reactant: Br[CH2:2][C:3]([C:5]1([C:10]([O:12][CH2:13][CH3:14])=[O:11])[CH:9]=[CH:8][O:7][NH:6]1)=O.[CH3:15][NH:16][C:17]([NH2:19])=[S:18]. Product: [CH2:13]([O:12][C:10]([C:5]1([C:3]2[N:19]=[C:17]([NH:16][CH3:15])[S:18][CH:2]=2)[CH:9]=[CH:8][O:7][NH:6]1)=[O:11])[CH3:14]. The catalyst class is: 15.